From a dataset of NCI-60 drug combinations with 297,098 pairs across 59 cell lines. Regression. Given two drug SMILES strings and cell line genomic features, predict the synergy score measuring deviation from expected non-interaction effect. (1) Drug 1: C1=C(C(=O)NC(=O)N1)N(CCCl)CCCl. Drug 2: CS(=O)(=O)OCCCCOS(=O)(=O)C. Cell line: HCT-15. Synergy scores: CSS=35.0, Synergy_ZIP=7.39, Synergy_Bliss=10.9, Synergy_Loewe=-4.34, Synergy_HSA=7.52. (2) Drug 1: COC1=C(C=C2C(=C1)N=CN=C2NC3=CC(=C(C=C3)F)Cl)OCCCN4CCOCC4. Drug 2: C1=CC=C(C(=C1)C(C2=CC=C(C=C2)Cl)C(Cl)Cl)Cl. Cell line: HCC-2998. Synergy scores: CSS=13.5, Synergy_ZIP=-1.45, Synergy_Bliss=6.36, Synergy_Loewe=-0.143, Synergy_HSA=6.53. (3) Drug 1: COC1=CC(=CC(=C1O)OC)C2C3C(COC3=O)C(C4=CC5=C(C=C24)OCO5)OC6C(C(C7C(O6)COC(O7)C8=CC=CS8)O)O. Drug 2: CCCS(=O)(=O)NC1=C(C(=C(C=C1)F)C(=O)C2=CNC3=C2C=C(C=N3)C4=CC=C(C=C4)Cl)F. Cell line: HS 578T. Synergy scores: CSS=-3.40, Synergy_ZIP=-6.62, Synergy_Bliss=-7.47, Synergy_Loewe=-26.0, Synergy_HSA=-12.7. (4) Drug 1: CC1=C2C(C(=O)C3(C(CC4C(C3C(C(C2(C)C)(CC1OC(=O)C(C(C5=CC=CC=C5)NC(=O)OC(C)(C)C)O)O)OC(=O)C6=CC=CC=C6)(CO4)OC(=O)C)OC)C)OC. Drug 2: COCCOC1=C(C=C2C(=C1)C(=NC=N2)NC3=CC=CC(=C3)C#C)OCCOC.Cl. Cell line: DU-145. Synergy scores: CSS=69.0, Synergy_ZIP=7.60, Synergy_Bliss=9.58, Synergy_Loewe=-0.756, Synergy_HSA=12.4. (5) Drug 1: C1=C(C(=O)NC(=O)N1)F. Drug 2: N.N.Cl[Pt+2]Cl. Cell line: MCF7. Synergy scores: CSS=21.2, Synergy_ZIP=4.64, Synergy_Bliss=1.32, Synergy_Loewe=-4.70, Synergy_HSA=-1.91. (6) Synergy scores: CSS=20.7, Synergy_ZIP=-0.256, Synergy_Bliss=-1.01, Synergy_Loewe=-18.4, Synergy_HSA=-1.12. Drug 2: CCN(CC)CCNC(=O)C1=C(NC(=C1C)C=C2C3=C(C=CC(=C3)F)NC2=O)C. Cell line: PC-3. Drug 1: CCC1=CC2CC(C3=C(CN(C2)C1)C4=CC=CC=C4N3)(C5=C(C=C6C(=C5)C78CCN9C7C(C=CC9)(C(C(C8N6C)(C(=O)OC)O)OC(=O)C)CC)OC)C(=O)OC.C(C(C(=O)O)O)(C(=O)O)O. (7) Drug 1: CC1=C(C(CCC1)(C)C)C=CC(=CC=CC(=CC(=O)O)C)C. Drug 2: COCCOC1=C(C=C2C(=C1)C(=NC=N2)NC3=CC=CC(=C3)C#C)OCCOC.Cl. Cell line: NCI-H226. Synergy scores: CSS=5.47, Synergy_ZIP=-0.260, Synergy_Bliss=1.98, Synergy_Loewe=-2.74, Synergy_HSA=-0.639.